The task is: Predict the product of the given reaction.. This data is from Forward reaction prediction with 1.9M reactions from USPTO patents (1976-2016). (1) Given the reactants [CH2:1]([S:5][C:6]1[C:11]([O:12][CH3:13])=[CH:10][C:9]2[O:14][CH2:15][C:16]3[C:20]([C:21](O)=[O:22])=[N:19][N:18]([C:24]4[CH:28]=[CH:27][S:26][CH:25]=4)[C:17]=3[C:8]=2[CH:7]=1)[CH:2]([CH3:4])[CH3:3].C(Cl)Cl.C(P1(=O)OP(=O)(CCC)OP(=O)(CCC)O1)CC.[CH3:50][C:51]1([CH3:57])[CH2:56][O:55][CH2:54][CH2:53][NH:52]1.C(N(C(C)C)C(C)C)C, predict the reaction product. The product is: [CH3:50][C:51]1([CH3:57])[CH2:56][O:55][CH2:54][CH2:53][N:52]1[C:21]([C:20]1[C:16]2[CH2:15][O:14][C:9]3[CH:10]=[C:11]([O:12][CH3:13])[C:6]([S:5][CH2:1][CH:2]([CH3:3])[CH3:4])=[CH:7][C:8]=3[C:17]=2[N:18]([C:24]2[CH:28]=[CH:27][S:26][CH:25]=2)[N:19]=1)=[O:22]. (2) Given the reactants [F:1][C:2]1[C:7]([C:8]2[CH2:13][CH2:12][N:11]([C:14](=[O:16])[CH3:15])[CH2:10][CH:9]=2)=[CH:6][CH:5]=[CH:4][N:3]=1, predict the reaction product. The product is: [F:1][C:2]1[C:7]([CH:8]2[CH2:9][CH2:10][N:11]([C:14](=[O:16])[CH3:15])[CH2:12][CH2:13]2)=[CH:6][CH:5]=[CH:4][N:3]=1. (3) Given the reactants C([C:3]1([C:13]([O-])=[O:14])[CH2:8][CH2:7][C:6]2([O:12][CH2:11][CH2:10][O:9]2)[CH2:5][CH2:4]1)C.[H-].C([Al+]CC(C)C)C(C)C.[Cl-].[NH4+], predict the reaction product. The product is: [CH2:11]1[CH2:10][O:9][C:6]2([CH2:5][CH2:4][CH:3]([CH:13]=[O:14])[CH2:8][CH2:7]2)[O:12]1. (4) Given the reactants [C:1]([N:8]1[CH2:13][CH:12]=[C:11](B2OC(C)(C)C(C)(C)O2)[CH2:10][CH2:9]1)([O:3][C:4]([CH3:7])([CH3:6])[CH3:5])=[O:2].Br[C:24]1[CH:29]=[CH:28][C:27]([N+:30]([O-:32])=[O:31])=[CH:26][N:25]=1.C([O-])([O-])=O.[Na+].[Na+], predict the reaction product. The product is: [N+:30]([C:27]1[CH:28]=[CH:29][C:24]([C:11]2[CH2:10][CH2:9][N:8]([C:1]([O:3][C:4]([CH3:5])([CH3:6])[CH3:7])=[O:2])[CH2:13][CH:12]=2)=[N:25][CH:26]=1)([O-:32])=[O:31].